Dataset: Full USPTO retrosynthesis dataset with 1.9M reactions from patents (1976-2016). Task: Predict the reactants needed to synthesize the given product. (1) Given the product [CH3:12][O:11][CH:4]1[C:5]([O:9][CH3:10])=[C:6]([O:7][CH3:8])[C:2](=[O:1])[O:3]1, predict the reactants needed to synthesize it. The reactants are: [OH:1][CH:2]1[C:6]([O:7][CH3:8])=[C:5]([O:9][CH3:10])[C:4](=[O:11])[O:3]1.[CH3:12]O. (2) Given the product [C:15]([NH:14][C:12]1[S:13][C:9]2[CH2:8][CH:7]([C:5]([OH:6])=[O:4])[CH2:19][CH2:18][C:10]=2[N:11]=1)(=[O:17])[CH3:16], predict the reactants needed to synthesize it. The reactants are: O.C([O:4][C:5]([CH:7]1[CH2:19][CH2:18][C:10]2[N:11]=[C:12]([NH:14][C:15](=[O:17])[CH3:16])[S:13][C:9]=2[CH2:8]1)=[O:6])C.[OH-].[Na+]. (3) Given the product [C:19]([O:22][C:23](=[O:24])[NH:14][CH:9]1[C:8]2[C:13](=[C:4]([Br:3])[CH:5]=[CH:6][CH:7]=2)[NH:12][CH2:11][CH2:10]1)([CH3:21])([CH3:20])[CH3:18], predict the reactants needed to synthesize it. The reactants are: [BH4-].[Na+].[Br:3][C:4]1[CH:5]=[CH:6][CH:7]=[C:8]2[C:13]=1[NH:12][CH2:11][CH2:10][C:9]2=[N:14]O.[OH-].[Na+].[CH3:18][C:19]([O:22][C:23](O[C:23]([O:22][C:19]([CH3:21])([CH3:20])[CH3:18])=[O:24])=[O:24])([CH3:21])[CH3:20]. (4) Given the product [CH3:1][S:2]([O:6][CH2:7][CH:8]1[O:12][C:11](=[O:13])[N:10]([CH:14]([CH3:16])[CH3:15])[CH2:9]1)(=[O:4])=[O:3], predict the reactants needed to synthesize it. The reactants are: [CH3:1][S:2](Cl)(=[O:4])=[O:3].[OH:6][CH2:7][CH:8]1[O:12][C:11](=[O:13])[N:10]([CH:14]([CH3:16])[CH3:15])[CH2:9]1.C(N(CC)CC)C. (5) Given the product [Cl:1][C:2]1[C:3]([F:10])=[C:4]([CH:7]=[CH:8][CH:9]=1)[CH2:5][N:11]1[CH2:17][CH2:16][CH2:15][CH:12]1[CH2:13][OH:14], predict the reactants needed to synthesize it. The reactants are: [Cl:1][C:2]1[C:3]([F:10])=[C:4]([CH:7]=[CH:8][CH:9]=1)[CH:5]=O.[NH:11]1[CH2:17][CH2:16][CH2:15][CH:12]1[CH2:13][OH:14].C(O)(=O)C.C(O[BH-](OC(=O)C)OC(=O)C)(=O)C.[Na+].C(=O)([O-])O.[Na+]. (6) Given the product [O:21]1[CH2:22][CH2:23][CH:24]([O:27][C:28]2[CH:35]=[CH:34][C:33]([C:2]3[N:3]=[C:4]([NH:8][C:9]4[CH:14]=[CH:13][C:12]([C:15](=[O:20])[C:16]([F:19])([F:18])[F:17])=[CH:11][CH:10]=4)[N:5]=[CH:6][N:7]=3)=[CH:32][C:29]=2[C:30]#[N:31])[CH2:25][CH2:26]1, predict the reactants needed to synthesize it. The reactants are: Cl[C:2]1[N:7]=[CH:6][N:5]=[C:4]([NH:8][C:9]2[CH:14]=[CH:13][C:12]([C:15](=[O:20])[C:16]([F:19])([F:18])[F:17])=[CH:11][CH:10]=2)[N:3]=1.[O:21]1[CH2:26][CH2:25][CH:24]([O:27][C:28]2[CH:35]=[CH:34][C:33](B3OC(C)(C)C(C)(C)O3)=[CH:32][C:29]=2[C:30]#[N:31])[CH2:23][CH2:22]1.C(=O)([O-])[O-].[Na+].[Na+]. (7) Given the product [CH2:37]([O:39][C:40]1[CH:45]=[CH:44][CH:43]=[CH:42][C:41]=1[C:4]1[N:5]([CH2:11][C:12]2[CH:13]=[CH:14][C:15]([O:18][C:19]([F:22])([F:21])[F:20])=[CH:16][CH:17]=2)[C:6](=[O:10])[CH2:7][CH2:8][CH:9]=1)[CH3:38], predict the reactants needed to synthesize it. The reactants are: P(OC1C=CC=CC=1)(OC1C=CC=CC=1)(O[C:4]1[N:5]([CH2:11][C:12]2[CH:17]=[CH:16][C:15]([O:18][C:19]([F:22])([F:21])[F:20])=[CH:14][CH:13]=2)[C:6](=[O:10])[CH2:7][CH2:8][CH:9]=1)=O.[CH2:37]([O:39][C:40]1[CH:45]=[CH:44][CH:43]=[CH:42][C:41]=1B(O)O)[CH3:38].C([O-])([O-])=O.[Na+].[Na+]. (8) Given the product [NH2:1][C:2]1[N:7]=[C:6]([NH:8][CH2:9][CH2:10][CH2:11][N:12]2[CH2:16][CH2:15][CH2:14][C:13]2=[O:17])[CH:5]=[C:4]([C:23]2[CH:24]=[CH:25][CH:26]=[C:27]3[C:22]=2[CH:21]=[CH:20][NH:19]3)[N:3]=1, predict the reactants needed to synthesize it. The reactants are: [NH2:1][C:2]1[N:7]=[C:6]([NH:8][CH2:9][CH2:10][CH2:11][N:12]2[CH2:16][CH2:15][CH2:14][C:13]2=[O:17])[CH:5]=[C:4](Cl)[N:3]=1.[NH:19]1[C:27]2[C:22](=[C:23](B(O)O)[CH:24]=[CH:25][CH:26]=2)[CH:21]=[CH:20]1.C(=O)([O-])[O-].[K+].[K+]. (9) The reactants are: I([O-])(=O)(=O)=O.[Na+].C[OH:8].[CH3:9][C:10]1[CH:15]=[CH:14][C:13]([S:16][CH2:17][C:18]#[CH:19])=[CH:12][CH:11]=1. Given the product [CH3:9][C:10]1[CH:15]=[CH:14][C:13]([S:16]([CH2:17][C:18]#[CH:19])=[O:8])=[CH:12][CH:11]=1, predict the reactants needed to synthesize it. (10) The reactants are: [C:1]([O:5][C:6](=[O:22])[NH:7][CH2:8][CH:9]([CH:19]1[CH2:21][CH2:20]1)[NH:10]C(C1C=CC=CC=1)C)([CH3:4])([CH3:3])[CH3:2]. Given the product [C:1]([O:5][C:6](=[O:22])[NH:7][CH2:8][CH:9]([NH2:10])[CH:19]1[CH2:20][CH2:21]1)([CH3:4])([CH3:2])[CH3:3], predict the reactants needed to synthesize it.